From a dataset of Reaction yield outcomes from USPTO patents with 853,638 reactions. Predict the reaction yield, written as a fraction of the theoretical maximum amount of product (1.0 means a 100% yield; for example, 0.34 means a 34% yield). The reactants are [NH2:1][CH2:2][CH:3]=[C:4]1[C:12]2[C:7](=[CH:8][CH:9]=[C:10]([NH2:15])[C:11]=2[O:13][CH3:14])[CH2:6][CH2:5]1.C(N(CC)CC)C.[C:23](OC(=O)C)(=[O:25])[CH3:24].C(=O)([O-])O.[Na+]. The catalyst is O1CCCC1. The product is [NH2:15][C:10]1[C:11]([O:13][CH3:14])=[C:12]2[C:7]([CH2:6][CH2:5][C:4]2=[CH:3][CH2:2][NH:1][C:23](=[O:25])[CH3:24])=[CH:8][CH:9]=1. The yield is 0.870.